Dataset: NCI-60 drug combinations with 297,098 pairs across 59 cell lines. Task: Regression. Given two drug SMILES strings and cell line genomic features, predict the synergy score measuring deviation from expected non-interaction effect. (1) Drug 1: CC1=C(C=C(C=C1)C(=O)NC2=CC(=CC(=C2)C(F)(F)F)N3C=C(N=C3)C)NC4=NC=CC(=N4)C5=CN=CC=C5. Drug 2: CC(C)NC(=O)C1=CC=C(C=C1)CNNC.Cl. Cell line: U251. Synergy scores: CSS=-11.6, Synergy_ZIP=1.14, Synergy_Bliss=-7.43, Synergy_Loewe=-7.47, Synergy_HSA=-13.0. (2) Drug 1: CC1C(C(=O)NC(C(=O)N2CCCC2C(=O)N(CC(=O)N(C(C(=O)O1)C(C)C)C)C)C(C)C)NC(=O)C3=C4C(=C(C=C3)C)OC5=C(C(=O)C(=C(C5=N4)C(=O)NC6C(OC(=O)C(N(C(=O)CN(C(=O)C7CCCN7C(=O)C(NC6=O)C(C)C)C)C)C(C)C)C)N)C. Drug 2: C1=NNC2=C1C(=O)NC=N2. Cell line: OVCAR-8. Synergy scores: CSS=14.8, Synergy_ZIP=-6.47, Synergy_Bliss=0.874, Synergy_Loewe=-23.2, Synergy_HSA=-1.80.